Task: Predict the product of the given reaction.. Dataset: Forward reaction prediction with 1.9M reactions from USPTO patents (1976-2016) The product is: [NH:44]1[C:38]2[C:39](=[N:40][CH:41]=[C:36]([C:2]3[CH:3]=[C:4]([NH:11][C:12]4[N:17]=[CH:16][C:15]([N:18]5[CH2:23][CH2:22][N:21]([C:24](=[O:27])[CH2:25][OH:26])[CH2:20][CH2:19]5)=[CH:14][CH:13]=4)[C:5]4[N:6]([CH:8]=[CH:9][N:10]=4)[CH:7]=3)[CH:37]=2)[CH:42]=[CH:43]1. Given the reactants Cl[C:2]1[CH:3]=[C:4]([NH:11][C:12]2[N:17]=[CH:16][C:15]([N:18]3[CH2:23][CH2:22][N:21]([C:24](=[O:27])[CH2:25][OH:26])[CH2:20][CH2:19]3)=[CH:14][CH:13]=2)[C:5]2[N:6]([CH:8]=[CH:9][N:10]=2)[CH:7]=1.CC1(C)C(C)(C)OB([C:36]2[CH:37]=[C:38]3[NH:44][CH:43]=[CH:42][C:39]3=[N:40][CH:41]=2)O1.C(=O)([O-])[O-].[Na+].[Na+], predict the reaction product.